From a dataset of NCI-60 drug combinations with 297,098 pairs across 59 cell lines. Regression. Given two drug SMILES strings and cell line genomic features, predict the synergy score measuring deviation from expected non-interaction effect. (1) Drug 1: CN(C)C(=N)N=C(N)N. Drug 2: CN1C(=O)N2C=NC(=C2N=N1)C(=O)N. Cell line: NCI-H460. Synergy scores: CSS=21.0, Synergy_ZIP=-3.80, Synergy_Bliss=-5.63, Synergy_Loewe=-8.38, Synergy_HSA=-3.62. (2) Drug 1: C1CC(=O)NC(=O)C1N2CC3=C(C2=O)C=CC=C3N. Drug 2: C1CCC(C(C1)N)N.C(=O)(C(=O)[O-])[O-].[Pt+4]. Cell line: HCC-2998. Synergy scores: CSS=20.1, Synergy_ZIP=-4.74, Synergy_Bliss=-0.727, Synergy_Loewe=-32.2, Synergy_HSA=-1.19. (3) Drug 1: COC1=C2C(=CC3=C1OC=C3)C=CC(=O)O2. Drug 2: CC1C(C(CC(O1)OC2CC(CC3=C2C(=C4C(=C3O)C(=O)C5=CC=CC=C5C4=O)O)(C(=O)C)O)N)O. Cell line: HT29. Synergy scores: CSS=35.4, Synergy_ZIP=4.95, Synergy_Bliss=4.85, Synergy_Loewe=-22.1, Synergy_HSA=3.71. (4) Drug 1: C1=C(C(=O)NC(=O)N1)F. Drug 2: CC12CCC3C(C1CCC2OP(=O)(O)O)CCC4=C3C=CC(=C4)OC(=O)N(CCCl)CCCl.[Na+]. Cell line: MDA-MB-435. Synergy scores: CSS=32.6, Synergy_ZIP=4.02, Synergy_Bliss=4.49, Synergy_Loewe=0.702, Synergy_HSA=6.53. (5) Drug 1: CC12CCC(CC1=CCC3C2CCC4(C3CC=C4C5=CN=CC=C5)C)O. Drug 2: CC1=C(C(CCC1)(C)C)C=CC(=CC=CC(=CC(=O)O)C)C. Cell line: SK-MEL-28. Synergy scores: CSS=-0.144, Synergy_ZIP=0.789, Synergy_Bliss=0.806, Synergy_Loewe=-4.01, Synergy_HSA=-2.99. (6) Drug 1: CNC(=O)C1=NC=CC(=C1)OC2=CC=C(C=C2)NC(=O)NC3=CC(=C(C=C3)Cl)C(F)(F)F. Drug 2: COCCOC1=C(C=C2C(=C1)C(=NC=N2)NC3=CC=CC(=C3)C#C)OCCOC.Cl. Cell line: OVCAR-5. Synergy scores: CSS=0.643, Synergy_ZIP=-1.38, Synergy_Bliss=-2.00, Synergy_Loewe=-9.05, Synergy_HSA=-6.09. (7) Drug 1: CS(=O)(=O)CCNCC1=CC=C(O1)C2=CC3=C(C=C2)N=CN=C3NC4=CC(=C(C=C4)OCC5=CC(=CC=C5)F)Cl. Drug 2: CCCCC(=O)OCC(=O)C1(CC(C2=C(C1)C(=C3C(=C2O)C(=O)C4=C(C3=O)C=CC=C4OC)O)OC5CC(C(C(O5)C)O)NC(=O)C(F)(F)F)O. Cell line: NCIH23. Synergy scores: CSS=32.2, Synergy_ZIP=3.37, Synergy_Bliss=4.67, Synergy_Loewe=-13.9, Synergy_HSA=3.02. (8) Drug 1: C1CCN(CC1)CCOC2=CC=C(C=C2)C(=O)C3=C(SC4=C3C=CC(=C4)O)C5=CC=C(C=C5)O. Drug 2: CS(=O)(=O)C1=CC(=C(C=C1)C(=O)NC2=CC(=C(C=C2)Cl)C3=CC=CC=N3)Cl. Cell line: MDA-MB-231. Synergy scores: CSS=7.11, Synergy_ZIP=-3.00, Synergy_Bliss=-4.87, Synergy_Loewe=-6.24, Synergy_HSA=-6.89. (9) Drug 1: C1=NC2=C(N=C(N=C2N1C3C(C(C(O3)CO)O)O)F)N. Drug 2: CC1CCCC2(C(O2)CC(NC(=O)CC(C(C(=O)C(C1O)C)(C)C)O)C(=CC3=CSC(=N3)C)C)C. Synergy scores: CSS=27.7, Synergy_ZIP=-1.63, Synergy_Bliss=-11.3, Synergy_Loewe=-40.1, Synergy_HSA=-11.2. Cell line: OVCAR3.